This data is from Forward reaction prediction with 1.9M reactions from USPTO patents (1976-2016). The task is: Predict the product of the given reaction. Given the reactants [Cl:1][C:2]1[CH:3]=[C:4]([C:8]2[N:13]=[C:12]([C:14]([OH:16])=O)[CH:11]=[CH:10][CH:9]=2)[CH:5]=[CH:6][CH:7]=1.[CH3:17][C:18]([CH3:25])([C:20]1[O:21][CH:22]=[CH:23][N:24]=1)[NH2:19], predict the reaction product. The product is: [CH3:17][C:18]([NH:19][C:14]([C:12]1[CH:11]=[CH:10][CH:9]=[C:8]([C:4]2[CH:5]=[CH:6][CH:7]=[C:2]([Cl:1])[CH:3]=2)[N:13]=1)=[O:16])([C:20]1[O:21][CH:22]=[CH:23][N:24]=1)[CH3:25].